Predict the reactants needed to synthesize the given product. From a dataset of Full USPTO retrosynthesis dataset with 1.9M reactions from patents (1976-2016). (1) Given the product [F:1][C:2]([F:21])([F:20])[C:3]1[N:8]=[CH:7][C:6]([CH2:9][CH2:10][N:11]2[C:13]3[C:18](=[CH:17][C:16]([CH3:19])=[CH:15][CH:14]=3)[C:25]([CH2:26][CH2:27][NH:28][CH3:29])=[CH:24]2)=[CH:5][CH:4]=1, predict the reactants needed to synthesize it. The reactants are: [F:1][C:2]([F:21])([F:20])[C:3]1[N:8]=[CH:7][C:6]([CH2:9][CH2:10][N:11]([C:13]2[CH:18]=[CH:17][C:16]([CH3:19])=[CH:15][CH:14]=2)N)=[CH:5][CH:4]=1.CO[CH:24](OC)[CH2:25][CH2:26][CH2:27][NH:28][CH3:29]. (2) Given the product [CH3:38][O:37][C:34]1[CH:33]=[CH:32][C:31]([CH2:30][N:8]([CH2:7][C:6]2[CH:5]=[CH:4][C:3]([O:2][CH3:1])=[CH:40][CH:39]=2)[C:9]2[N:10]=[CH:11][C:12]([C:15]3[C:16]4[CH2:29][CH2:28][N:27]([C:42]5[CH:47]=[CH:46][C:45]([C:48]([N:50]6[CH2:51][CH2:52][N:53]([C:56]7[CH:57]=[N:58][CH:59]=[CH:60][CH:61]=7)[CH2:54][CH2:55]6)=[O:49])=[CH:44][C:43]=5[CH3:62])[C:17]=4[N:18]=[C:19]([N:21]4[CH2:26][CH2:25][O:24][CH2:23][CH2:22]4)[N:20]=3)=[CH:13][N:14]=2)=[CH:36][CH:35]=1, predict the reactants needed to synthesize it. The reactants are: [CH3:1][O:2][C:3]1[CH:40]=[CH:39][C:6]([CH2:7][N:8]([CH2:30][C:31]2[CH:36]=[CH:35][C:34]([O:37][CH3:38])=[CH:33][CH:32]=2)[C:9]2[N:14]=[CH:13][C:12]([C:15]3[C:16]4[CH2:29][CH2:28][NH:27][C:17]=4[N:18]=[C:19]([N:21]4[CH2:26][CH2:25][O:24][CH2:23][CH2:22]4)[N:20]=3)=[CH:11][N:10]=2)=[CH:5][CH:4]=1.Br[C:42]1[CH:47]=[CH:46][C:45]([C:48]([N:50]2[CH2:55][CH2:54][N:53]([C:56]3[CH:57]=[N:58][CH:59]=[CH:60][CH:61]=3)[CH2:52][CH2:51]2)=[O:49])=[CH:44][C:43]=1[CH3:62]. (3) The reactants are: [CH3:1][O:2][C:3]([C:5]1[C:10](Cl)=[C:9]([NH:12][C:13](=[O:15])[CH3:14])[CH:8]=[C:7]([C:16]2[CH:21]=[CH:20][C:19]([Cl:22])=[C:18]([O:23][CH3:24])[C:17]=2[F:25])[N:6]=1)=[O:4].[CH2:26]([Sn](CCCC)(CCCC)C=C)[CH2:27]CC. Given the product [CH3:1][O:2][C:3]([C:5]1[C:10]([CH:26]=[CH2:27])=[C:9]([NH:12][C:13](=[O:15])[CH3:14])[CH:8]=[C:7]([C:16]2[CH:21]=[CH:20][C:19]([Cl:22])=[C:18]([O:23][CH3:24])[C:17]=2[F:25])[N:6]=1)=[O:4], predict the reactants needed to synthesize it. (4) Given the product [CH2:11]([C:13]1[CH:28]=[CH:27][C:16]([CH2:17][C:18]2[S:22][C:21]3[CH:23]=[CH:24][CH:25]=[CH:26][C:20]=3[C:19]=2[S:6]([Cl:10])(=[O:8])=[O:7])=[CH:15][CH:14]=1)[CH3:12], predict the reactants needed to synthesize it. The reactants are: CN(C=O)C.[S:6]([Cl:10])(Cl)(=[O:8])=[O:7].[CH2:11]([C:13]1[CH:28]=[CH:27][C:16]([CH2:17][C:18]2[S:22][C:21]3[CH:23]=[CH:24][CH:25]=[CH:26][C:20]=3[CH:19]=2)=[CH:15][CH:14]=1)[CH3:12]. (5) The reactants are: [CH3:1][O:2][C:3]1[CH:4]=[C:5]2[O:9][C:8]([C:10]3[N:11]=[C:12]4[N:16]([CH:17]=3)[N:15]=[C:14]([O:18][CH3:19])[S:13]4)=[CH:7][C:6]2=[C:20]([OH:22])[CH:21]=1.Br[CH2:24][C:25]1[S:26][CH:27]=[C:28]([C:30]2[CH:35]=[CH:34][CH:33]=[CH:32][CH:31]=2)[N:29]=1.C(=O)([O-])[O-].[K+].[K+]. Given the product [CH3:19][O:18][C:14]1[S:13][C:12]2=[N:11][C:10]([C:8]3[O:9][C:5]4[CH:4]=[C:3]([O:2][CH3:1])[CH:21]=[C:20]([O:22][CH2:24][C:25]5[S:26][CH:27]=[C:28]([C:30]6[CH:31]=[CH:32][CH:33]=[CH:34][CH:35]=6)[N:29]=5)[C:6]=4[CH:7]=3)=[CH:17][N:16]2[N:15]=1, predict the reactants needed to synthesize it. (6) Given the product [CH3:18][O:17][C@@H:13]([CH2:12][C:9]1[CH:10]=[CH:11][C:6]([O:5][CH2:4][CH2:3][CH2:2][O:1][C:30]2[CH:29]=[CH:28][CH:27]=[C:26]([NH:25][C:22]3[CH:23]=[CH:24][CH:19]=[CH:20][CH:21]=3)[CH:31]=2)=[CH:7][CH:8]=1)[C:14]([OH:16])=[O:15], predict the reactants needed to synthesize it. The reactants are: [OH:1][CH2:2][CH2:3][CH2:4][O:5][C:6]1[CH:11]=[CH:10][C:9]([CH2:12][C@H:13]([O:17][CH3:18])[C:14]([OH:16])=[O:15])=[CH:8][CH:7]=1.[CH:19]1[CH:24]=[CH:23][C:22]([NH:25][C:26]2[CH:31]=[CH:30][CH:29]=[C:28](O)[CH:27]=2)=[CH:21][CH:20]=1. (7) Given the product [CH2:11]([O:10][C:8]([NH:1][C@@H:2]([CH2:3][O:25][CH2:24][C@H:23]([CH2:26][C:27]1[CH:28]=[CH:29][C:30]([C:33]([F:34])([F:35])[F:36])=[CH:31][CH:32]=1)[C@H:22]([C@@H:37]([OH:39])[CH3:38])[CH2:18][CH2:19][CH2:20][CH3:21])[C:4]([O:6][CH3:7])=[O:5])=[O:9])[C:12]1[CH:13]=[CH:14][CH:15]=[CH:16][CH:17]=1, predict the reactants needed to synthesize it. The reactants are: [N@:1]1([C:8]([O:10][CH2:11][C:12]2[CH:17]=[CH:16][CH:15]=[CH:14][CH:13]=2)=[O:9])[CH2:3][CH:2]1[C:4]([O:6][CH3:7])=[O:5].[CH2:18]([C@@H:22]([C@@H:37]([OH:39])[CH3:38])[C@@H:23]([CH2:26][C:27]1[CH:32]=[CH:31][C:30]([C:33]([F:36])([F:35])[F:34])=[CH:29][CH:28]=1)[CH2:24][OH:25])[CH2:19][CH2:20][CH3:21].B(F)(F)F.O(CC)CC.